This data is from Full USPTO retrosynthesis dataset with 1.9M reactions from patents (1976-2016). The task is: Predict the reactants needed to synthesize the given product. (1) Given the product [ClH:40].[F:36][C:2]([F:1])([F:37])[C:3]1[CH:4]=[C:5]([CH2:13][O:14][C@@H:15]2[CH2:21][CH2:20][C@@H:19]3[NH:22][C@@:16]2([C:30]2[CH:31]=[CH:32][CH:33]=[CH:34][CH:35]=2)[CH2:17][C@@H:18]3[C:23]([O:25][CH3:26])=[O:24])[CH:6]=[C:7]([C:9]([F:10])([F:11])[F:12])[CH:8]=1, predict the reactants needed to synthesize it. The reactants are: [F:1][C:2]([F:37])([F:36])[C:3]1[CH:4]=[C:5]([CH2:13][O:14][C@@H:15]2[CH2:21][CH2:20][C@@H:19]3[NH:22][C@@:16]2([C:30]2[CH:35]=[CH:34][CH:33]=[CH:32][CH:31]=2)[CH2:17][C@@H:18]3[C:23]([O:25][C:26](C)(C)C)=[O:24])[CH:6]=[C:7]([C:9]([F:12])([F:11])[F:10])[CH:8]=1.CO.[ClH:40]. (2) Given the product [CH2:19]([C:4]1([CH2:1][C:2](=[O:29])[CH3:3])[CH2:13][CH2:12][C:11]2[C:6](=[CH:7][C:8]([F:17])=[C:9]([O:15][CH3:16])[C:10]=2[Cl:14])[C:5]1=[O:18])[CH2:20][CH2:21][CH3:22], predict the reactants needed to synthesize it. The reactants are: [CH2:1]([C:4]1([CH2:19][CH2:20][CH2:21][CH3:22])[CH2:13][CH2:12][C:11]2[C:6](=[CH:7][C:8]([F:17])=[C:9]([O:15][CH3:16])[C:10]=2[Cl:14])[C:5]1=[O:18])[CH:2]=[CH2:3].C1(=O)C=CC(=[O:29])C=C1.O.Cl(O)(=O)(=O)=O. (3) Given the product [ClH:52].[CH3:1][O:2][C:3]1[CH:4]=[C:5]2[C:10](=[CH:11][C:12]=1[O:13][CH3:14])[CH2:9][N:8]([CH2:15][CH2:16][C:17]1[CH:22]=[CH:21][C:20]([N:23]3[N:27]=[N:26][C:25]([C:28]4[CH:33]=[C:32]([O:34][CH3:35])[C:31]([O:36][CH3:37])=[CH:30][C:29]=4[NH:38][C:39]([C:41]4[O:42][C:43]5[C:48]([C:49](=[O:51])[CH:50]=4)=[CH:47][CH:46]=[CH:45][CH:44]=5)=[O:40])=[N:24]3)=[CH:19][CH:18]=1)[CH2:7][CH2:6]2, predict the reactants needed to synthesize it. The reactants are: [CH3:1][O:2][C:3]1[CH:4]=[C:5]2[C:10](=[CH:11][C:12]=1[O:13][CH3:14])[CH2:9][N:8]([CH2:15][CH2:16][C:17]1[CH:22]=[CH:21][C:20]([N:23]3[N:27]=[N:26][C:25]([C:28]4[CH:33]=[C:32]([O:34][CH3:35])[C:31]([O:36][CH3:37])=[CH:30][C:29]=4[NH:38][C:39]([C:41]4[O:42][C:43]5[C:48]([C:49](=[O:51])[CH:50]=4)=[CH:47][CH:46]=[CH:45][CH:44]=5)=[O:40])=[N:24]3)=[CH:19][CH:18]=1)[CH2:7][CH2:6]2.[ClH:52]. (4) Given the product [CH2:1]([O:3][C:4]([C:5]1[NH:37][N:38]=[C:7]([C:9]2[CH:14]=[CH:13][C:12]([O:15][CH2:16][C:17]3[C:22]([N:23]4[C:27](=[O:28])[N:26]([CH3:29])[N:25]=[N:24]4)=[CH:21][CH:20]=[CH:19][C:18]=3[CH:30]3[CH2:31][CH2:32]3)=[C:11]([CH3:33])[CH:10]=2)[C:6]=1[CH3:34])=[O:36])[CH3:2], predict the reactants needed to synthesize it. The reactants are: [CH2:1]([O:3][C:4](=[O:36])[C:5](=O)[CH:6]([CH3:34])[C:7]([C:9]1[CH:14]=[CH:13][C:12]([O:15][CH2:16][C:17]2[C:22]([N:23]3[C:27](=[O:28])[N:26]([CH3:29])[N:25]=[N:24]3)=[CH:21][CH:20]=[CH:19][C:18]=2[CH:30]2[CH2:32][CH2:31]2)=[C:11]([CH3:33])[CH:10]=1)=O)[CH3:2].[NH2:37][NH2:38]. (5) Given the product [C:11]([NH:15][C:16]1[NH:9][C:5]2[CH:6]=[C:7]([Cl:8])[C:2]([Cl:1])=[CH:3][C:4]=2[N:10]=1)([CH3:14])([CH3:13])[CH3:12], predict the reactants needed to synthesize it. The reactants are: [Cl:1][C:2]1[C:7]([Cl:8])=[CH:6][C:5]([NH2:9])=[C:4]([NH2:10])[CH:3]=1.[C:11]([N:15]=[C:16]=S)([CH3:14])([CH3:13])[CH3:12].C1(N=C=NCCN2CCOCC2)CCCCC1.C1(C)C=CC(S([O-])(=O)=O)=CC=1. (6) Given the product [Br:15][C:16]1[CH:21]=[CH:20][C:19]([C:2](=[O:14])[CH2:3][C:4]2([C:10]([O:12][CH3:13])=[O:11])[CH2:9][CH2:8][O:7][CH2:6][CH2:5]2)=[CH:18][CH:17]=1, predict the reactants needed to synthesize it. The reactants are: Cl[C:2](=[O:14])[CH2:3][C:4]1([C:10]([O:12][CH3:13])=[O:11])[CH2:9][CH2:8][O:7][CH2:6][CH2:5]1.[Br:15][C:16]1[CH:21]=[CH:20][CH:19]=[CH:18][CH:17]=1.[Cl-].[Al+3].[Cl-].[Cl-]. (7) Given the product [C:1]([O:5][C:6]([CH2:8][CH2:9][C:10]([NH:29][C:30]([CH2:31][CH2:32][C:33]([OH:35])=[O:34])=[O:36])([CH2:20][CH2:21][C:22]([O:24][C:25]([CH3:28])([CH3:27])[CH3:26])=[O:23])[CH2:11][CH2:12][C:13]([O:15][C:16]([CH3:17])([CH3:18])[CH3:19])=[O:14])=[O:7])([CH3:2])([CH3:3])[CH3:4], predict the reactants needed to synthesize it. The reactants are: [C:1]([O:5][C:6]([CH2:8][CH2:9][C:10]([NH2:29])([CH2:20][CH2:21][C:22]([O:24][C:25]([CH3:28])([CH3:27])[CH3:26])=[O:23])[CH2:11][CH2:12][C:13]([O:15][C:16]([CH3:19])([CH3:18])[CH3:17])=[O:14])=[O:7])([CH3:4])([CH3:3])[CH3:2].[C:30]1(=[O:36])[O:35][C:33](=[O:34])[CH2:32][CH2:31]1.